Dataset: Full USPTO retrosynthesis dataset with 1.9M reactions from patents (1976-2016). Task: Predict the reactants needed to synthesize the given product. (1) Given the product [Cl:5][C:7]1[CH:12]=[CH:11][N:10]=[C:9]([O:13][CH3:14])[CH:8]=1, predict the reactants needed to synthesize it. The reactants are: C([Mg][Cl:5])(C)C.I[C:7]1[CH:12]=[CH:11][N:10]=[C:9]([O:13][CH3:14])[CH:8]=1.COC1C=C([Mg]Cl)C=CN=1.ClN1C(=O)CCC1=O. (2) Given the product [C:58]([O:57][C:55](=[O:56])[NH:54][CH2:53][CH2:52][CH2:8][CH2:9][O:10][C:11]1[CH:12]=[CH:13][C:14]2[N:20]3[C:21]([CH3:24])=[N:22][N:23]=[C:19]3[C@H:18]([CH2:25][C:26]([NH:28][CH2:29][CH3:30])=[O:27])[N:17]=[C:16]([C:31]3[CH:32]=[CH:33][C:34]([Cl:37])=[CH:35][CH:36]=3)[C:15]=2[CH:38]=1)([CH3:61])([CH3:60])[CH3:59], predict the reactants needed to synthesize it. The reactants are: C(OC(=O)N[CH2:8][CH2:9][O:10][C:11]1[CH:12]=[CH:13][C:14]2[N:20]3[C:21]([CH3:24])=[N:22][N:23]=[C:19]3[C@H:18]([CH2:25][C:26]([NH:28][CH2:29][CH3:30])=[O:27])[N:17]=[C:16]([C:31]3[CH:36]=[CH:35][C:34]([Cl:37])=[CH:33][CH:32]=3)[C:15]=2[CH:38]=1)(C)(C)C.C1(S(OCC[CH2:52][CH2:53][NH:54][C:55]([O:57][C:58]([CH3:61])([CH3:60])[CH3:59])=[O:56])(=O)=O)C=CC=CC=1. (3) Given the product [CH:1]1([C:7]2[C:8]3[CH:9]=[CH:10][C:11]([C:42]([NH:44][S:45](=[O:49])(=[O:50])[N:46]([CH3:48])[CH3:47])=[O:43])=[CH:12][C:13]=3[N:14]3[CH2:20][CH:19]([C:21]([N:23]4[CH2:27][C:26]56[CH2:28][N:29]([CH3:31])[CH2:30][C:25]5([CH2:34][N:33]([CH3:35])[CH2:32]6)[CH2:24]4)=[O:22])[CH2:18][C:17]4[CH:36]=[C:37]([O:40][CH3:41])[CH:38]=[CH:39][C:16]=4[C:15]=23)[CH2:2][CH2:3][CH2:4][CH2:5][CH2:6]1, predict the reactants needed to synthesize it. The reactants are: [CH:1]1([C:7]2[C:8]3[CH:9]=[CH:10][C:11]([C:42]([NH:44][S:45](=[O:50])(=[O:49])[N:46]([CH3:48])[CH3:47])=[O:43])=[CH:12][C:13]=3[N:14]3[CH2:20][C:19]([C:21]([N:23]4[CH2:27][C:26]56[CH2:32][N:33]([CH3:35])[CH2:34][C:25]5([CH2:30][N:29]([CH3:31])[CH2:28]6)[CH2:24]4)=[O:22])=[CH:18][C:17]4[CH:36]=[C:37]([O:40][CH3:41])[CH:38]=[CH:39][C:16]=4[C:15]=23)[CH2:6][CH2:5][CH2:4][CH2:3][CH2:2]1. (4) Given the product [Br:20][C:4]1[N:3]=[C:2]([Cl:1])[C:7]([N:8]2[CH2:9][CH2:10][NH:11][CH2:12][CH2:13]2)=[N:6][CH:5]=1, predict the reactants needed to synthesize it. The reactants are: [Cl:1][C:2]1[C:7]([N:8]2[CH2:13][CH2:12][NH:11][CH2:10][CH2:9]2)=[N:6][CH:5]=[CH:4][N:3]=1.C([O-])([O-])=O.[Na+].[Na+].[Br:20]Br.O. (5) Given the product [CH3:3][N:4]1[CH2:13][C@@H:12]([C:14]2[CH:23]=[CH:22][C:21]3[C:16](=[CH:17][CH:18]=[CH:19][CH:20]=3)[CH:15]=2)[C:11]2[C:6](=[CH:7][C:8]([C:24]3[N:29]=[N:28][C:27]([NH2:30])=[CH:26][CH:25]=3)=[CH:9][CH:10]=2)[CH2:5]1, predict the reactants needed to synthesize it. The reactants are: Cl.Cl.[CH3:3][N:4]1[CH2:13][C@@H:12]([C:14]2[CH:23]=[CH:22][C:21]3[C:16](=[CH:17][CH:18]=[CH:19][CH:20]=3)[CH:15]=2)[C:11]2[C:6](=[CH:7][C:8]([C:24]3[N:29]=[N:28][C:27]([NH2:30])=[CH:26][CH:25]=3)=[CH:9][CH:10]=2)[CH2:5]1.C([O-])(O)=O.[Na+]. (6) Given the product [F:16][C:17]1[CH:22]=[CH:21][C:20]([C:13](=[O:14])[CH2:12][CH2:11][CH2:10][C:7]2[CH:8]=[CH:9][C:4]([N+:1]([O-:3])=[O:2])=[CH:5][CH:6]=2)=[CH:19][CH:18]=1, predict the reactants needed to synthesize it. The reactants are: [N+:1]([C:4]1[CH:9]=[CH:8][C:7]([CH2:10][CH2:11][CH2:12][C:13](Cl)=[O:14])=[CH:6][CH:5]=1)([O-:3])=[O:2].[F:16][C:17]1[CH:22]=[CH:21][CH:20]=[CH:19][CH:18]=1.[Cl-].[Al+3].[Cl-].[Cl-].Cl. (7) Given the product [Cl:7][C:8]1[CH:13]=[CH:12][CH:11]=[C:10]([Cl:14])[C:9]=1[CH:15]([O:18][Si:19]([CH2:20][CH3:21])([CH2:24][CH3:25])[CH2:22][CH3:23])[CH2:16][NH:17][CH2:5][C:2]1([CH3:1])[CH2:3][CH2:4]1, predict the reactants needed to synthesize it. The reactants are: [CH3:1][C:2]1([CH:5]=O)[CH2:4][CH2:3]1.[Cl:7][C:8]1[CH:13]=[CH:12][CH:11]=[C:10]([Cl:14])[C:9]=1[CH:15]([O:18][Si:19]([CH2:24][CH3:25])([CH2:22][CH3:23])[CH2:20][CH3:21])[CH2:16][NH2:17].[BH-](OC(C)=O)(OC(C)=O)OC(C)=O.[Na+]. (8) Given the product [I:1][C:2]1[C:3]([S:11][C:12]2[N:13]([CH2:22][CH2:23][CH2:24][CH2:25][CH2:26][N:27]3[C:28](=[O:37])[C:29]4[C:34](=[CH:33][CH:32]=[CH:31][CH:30]=4)[C:35]3=[O:36])[C:14]3[N:15]=[CH:16][N:17]([CH2:47][O:48][CH2:49][CH2:50][O:51][CH3:52])[C:18](=[O:21])[C:19]=3[N:20]=2)=[CH:4][C:5]2[O:9][CH2:8][O:7][C:6]=2[CH:10]=1, predict the reactants needed to synthesize it. The reactants are: [I:1][C:2]1[C:3]([S:11][C:12]2[N:13]([CH2:22][CH2:23][CH2:24][CH2:25][CH2:26][N:27]3[C:35](=[O:36])[C:34]4[C:29](=[CH:30][CH:31]=[CH:32][CH:33]=4)[C:28]3=[O:37])[C:14]3[N:15]=[CH:16][NH:17][C:18](=[O:21])[C:19]=3[N:20]=2)=[CH:4][C:5]2[O:9][CH2:8][O:7][C:6]=2[CH:10]=1.C(N(CC)C(C)C)(C)C.[CH3:47][O:48][CH2:49][CH2:50][O:51][CH2:52]Cl. (9) Given the product [CH:1]1([NH:3][C:4](=[N:7][C:8]#[N:9])[S:5][CH3:6])[CH2:11][CH2:10][CH2:2]1, predict the reactants needed to synthesize it. The reactants are: [CH2:1]([NH:3][C:4](=[N:7][C:8]#[N:9])[S:5][CH3:6])[CH3:2].[CH:10]1(N)CC[CH2:11]1.C(N)C. (10) Given the product [C:1]([N:4]1[CH2:9][CH2:8][C@@H:7]([NH:10][S:11]([CH:14]([CH3:16])[CH3:15])(=[O:13])=[O:12])[C@H:6]([C:17]2[CH:18]=[CH:19][C:20]([NH2:23])=[CH:21][CH:22]=2)[CH2:5]1)(=[O:3])[CH3:2], predict the reactants needed to synthesize it. The reactants are: [C:1]([N:4]1[CH2:9][CH2:8][C@@H:7]([NH:10][S:11]([CH:14]([CH3:16])[CH3:15])(=[O:13])=[O:12])[C@H:6]([C:17]2[CH:22]=[CH:21][C:20]([N+:23]([O-])=O)=[CH:19][CH:18]=2)[CH2:5]1)(=[O:3])[CH3:2].[H][H].